This data is from Forward reaction prediction with 1.9M reactions from USPTO patents (1976-2016). The task is: Predict the product of the given reaction. (1) Given the reactants [OH:1][CH2:2][C@@H:3]1[O:7][C:6](=[O:8])[CH2:5][CH2:4]1.[H-].[Na+].[CH2:11](Br)[C:12]1[CH:17]=[CH:16][CH:15]=[CH:14][CH:13]=1, predict the reaction product. The product is: [CH2:11]([O:1][CH2:2][C@@H:3]1[O:7][C:6](=[O:8])[CH2:5][CH2:4]1)[C:12]1[CH:17]=[CH:16][CH:15]=[CH:14][CH:13]=1. (2) Given the reactants [F:1][C:2]1[CH:3]=[C:4]2[C:8](=[CH:9][CH:10]=1)[NH:7][CH:6]=[C:5]2[CH2:11][CH2:12][CH2:13][NH:14][C@H:15]1[CH2:24][C:23]2[C:18](=[CH:19][CH:20]=[CH:21][C:22]=2OC)OC1.[CH:27](=[O:30])[CH2:28][CH3:29].[C:31](O)(=[O:33])C.[C:35]([BH3-])#N.[Na+], predict the reaction product. The product is: [F:1][C:2]1[CH:3]=[C:4]2[C:8](=[CH:9][CH:10]=1)[NH:7][CH:6]=[C:5]2[CH2:11][CH2:12][CH2:13][NH:14][CH2:15][CH2:24][CH2:23][C@H:18]1[CH2:19][C:20]2[C:21](=[CH:22][CH:29]=[CH:28][C:27]=2[O:30][CH3:35])[O:33][CH2:31]1. (3) The product is: [Cl:1][C:2]1[CH:3]=[C:4]([C:10]2[CH:14]=[CH:13][N:12]([CH2:15][C@@H:16]([NH:18][C:19]([C:21]3[CH:25]=[C:24]([CH2:26][CH:27]([OH:29])[CH3:28])[O:23][N:22]=3)=[O:20])[CH3:17])[N:11]=2)[CH:5]=[CH:6][C:7]=1[C:8]#[N:9]. Given the reactants [Cl:1][C:2]1[CH:3]=[C:4]([C:10]2[CH:14]=[CH:13][N:12]([CH2:15][C@@H:16]([NH:18][C:19]([C:21]3[CH:25]=[C:24]([CH2:26][CH:27]([O:29]C4CCCCO4)[CH3:28])[O:23][N:22]=3)=[O:20])[CH3:17])[N:11]=2)[CH:5]=[CH:6][C:7]=1[C:8]#[N:9].Cl, predict the reaction product. (4) Given the reactants COC1C=C[C:6]([C:9]([CH3:15])([CH3:14])[C:10]([F:13])([F:12])[F:11])=CC=1.I([O-])(=O)(=O)=[O:17].[Na+].C(Cl)(Cl)(Cl)Cl.CC#N.[OH2:30], predict the reaction product. The product is: [F:13][C:10]([F:11])([F:12])[C:9]([CH3:15])([CH3:14])[C:6]([OH:17])=[O:30].